From a dataset of Full USPTO retrosynthesis dataset with 1.9M reactions from patents (1976-2016). Predict the reactants needed to synthesize the given product. (1) Given the product [Cl:17][C:18]1[CH:19]=[C:20]([S:25]([NH2:28])(=[O:26])=[O:27])[CH:21]=[CH:22][C:23]=1[O:16][CH2:15][C@H:12]1[CH2:11][CH2:10][C@H:9]([OH:8])[CH2:14][CH2:13]1, predict the reactants needed to synthesize it. The reactants are: [Si]([O:8][C@H:9]1[CH2:14][CH2:13][C@H:12]([CH2:15][OH:16])[CH2:11][CH2:10]1)(C(C)(C)C)(C)C.[Cl:17][C:18]1[CH:19]=[C:20]([S:25]([NH2:28])(=[O:27])=[O:26])[CH:21]=[CH:22][C:23]=1F.[H-].[Na+]. (2) Given the product [N:25]1([C:23]([N:20]2[CH2:19][CH2:18][CH:17]([CH2:16][N:12]([CH2:13][CH2:14][CH3:15])[CH:8]3[CH2:9][C:10]4[CH:11]=[C:2]([NH:1][C:31](=[O:35])[CH:32]([CH3:34])[CH3:33])[CH:3]=[CH:4][C:5]=4[CH2:6][CH2:7]3)[CH2:22][CH2:21]2)=[O:24])[CH2:30][CH2:29][O:28][CH2:27][CH2:26]1, predict the reactants needed to synthesize it. The reactants are: [NH2:1][C:2]1[CH:11]=[C:10]2[C:5]([CH2:6][CH2:7][CH:8]([N:12]([CH2:16][CH:17]3[CH2:22][CH2:21][N:20]([C:23]([N:25]4[CH2:30][CH2:29][O:28][CH2:27][CH2:26]4)=[O:24])[CH2:19][CH2:18]3)[CH2:13][CH2:14][CH3:15])[CH2:9]2)=[CH:4][CH:3]=1.[C:31](Cl)(=[O:35])[CH:32]([CH3:34])[CH3:33]. (3) Given the product [N:1]([CH:4]([CH2:5][CH:6]([CH2:10][C:11]1[CH:16]=[CH:15][C:14]([O:17][CH3:18])=[C:13]([O:19][CH2:20][CH2:21][CH2:22][O:23][CH3:24])[CH:12]=1)[CH:7]([CH3:9])[CH3:8])[CH:25]([OH:29])[CH2:26][CH:27]([CH:31]([CH3:33])[CH3:32])[C:28]([NH:34][CH:35]1[CH2:36][CH2:37][N:38]([C:41]([O:43][CH2:44][C:45]2[CH:50]=[CH:49][CH:48]=[CH:47][CH:46]=2)=[O:42])[CH2:39][CH2:40]1)=[O:30])=[N+:2]=[N-:3], predict the reactants needed to synthesize it. The reactants are: [N:1]([CH:4]([CH:25]1[O:29][C:28](=[O:30])[CH:27]([CH:31]([CH3:33])[CH3:32])[CH2:26]1)[CH2:5][CH:6]([CH2:10][C:11]1[CH:16]=[CH:15][C:14]([O:17][CH3:18])=[C:13]([O:19][CH2:20][CH2:21][CH2:22][O:23][CH3:24])[CH:12]=1)[CH:7]([CH3:9])[CH3:8])=[N+:2]=[N-:3].[NH2:34][CH:35]1[CH2:40][CH2:39][N:38]([C:41]([O:43][CH2:44][C:45]2[CH:50]=[CH:49][CH:48]=[CH:47][CH:46]=2)=[O:42])[CH2:37][CH2:36]1. (4) Given the product [Cl:20][C:8]1[C:7]([CH2:6][O:5][C:22]2[CH:27]=[CH:26][C:25]([CH2:28][CH2:29][C:30]([O:32][CH2:33][CH3:34])=[O:31])=[C:24]([CH3:35])[C:23]=2[CH3:36])=[C:11]([C:12]2[CH:17]=[CH:16][C:15]([CH2:18][CH3:19])=[CH:14][CH:13]=2)[S:10][N:9]=1, predict the reactants needed to synthesize it. The reactants are: CS([O:5][CH2:6][C:7]1[C:8]([Cl:20])=[N:9][S:10][C:11]=1[C:12]1[CH:17]=[CH:16][C:15]([CH2:18][CH3:19])=[CH:14][CH:13]=1)(=O)=O.O[C:22]1[CH:27]=[CH:26][C:25]([CH2:28][CH2:29][C:30]([O:32][CH2:33][CH3:34])=[O:31])=[C:24]([CH3:35])[C:23]=1[CH3:36]. (5) Given the product [O:1]=[C:2]1[CH:10]=[CH:5][C:4](=[O:12])[N:3]1[CH2:13][CH2:14][P:15]([CH2:20][CH2:21][P:22]([CH2:27][CH2:28][C:29]([OH:31])=[O:30])([OH:24])=[O:23])([OH:17])=[O:16], predict the reactants needed to synthesize it. The reactants are: [O:1]=[C:2]1[CH:10]2[C@H:5]([C@@H]3O[C@H]2C=C3)[C:4](=[O:12])[N:3]1[CH2:13][CH2:14][P:15]([CH2:20][CH2:21][P:22]([CH2:27][CH2:28][C:29]([O:31]CC)=[O:30])([O:24]CC)=[O:23])([O:17]CC)=[O:16].CC(N(C)C)=O.C1(C)C=CC=CC=1.Cl. (6) Given the product [NH2:30][C:27]1[CH:26]=[CH:25][C:24]([CH2:23][CH2:22][N:11]2[C:10]3[N:9]=[C:8]([CH2:1][C:2]4[CH:3]=[CH:4][CH:5]=[CH:6][CH:7]=4)[NH:16][C:15]=3[C:14](=[O:17])[N:13]([CH2:18][CH2:19][CH3:20])[C:12]2=[O:21])=[CH:29][CH:28]=1, predict the reactants needed to synthesize it. The reactants are: [CH2:1]([C:8]1[NH:16][C:15]2[C:14](=[O:17])[N:13]([CH2:18][CH2:19][CH3:20])[C:12](=[O:21])[N:11]([CH2:22][CH2:23][C:24]3[CH:29]=[CH:28][C:27]([N+:30]([O-])=O)=[CH:26][CH:25]=3)[C:10]=2[N:9]=1)[C:2]1[CH:7]=[CH:6][CH:5]=[CH:4][CH:3]=1.O.NN.[H][H]. (7) Given the product [NH:27]1[C:28]2[C:29](=[CH:32][CH:33]=[CH:34][CH:35]=2)[CH:30]=[CH:6][C:7]1=[O:8], predict the reactants needed to synthesize it. The reactants are: ClCC1[O:8][CH2:7][CH2:6]N(CC2C=CC=CC=2)C1.ClC1C=CC(N)=C([N+]([O-])=O)C=1.[NH2:27][C:28]1[CH:35]=[CH:34][CH:33]=[C:32](F)[C:29]=1[C:30]#N.CNCC1OCCN(CC2C=CC=CC=2)C1.Cl.C=O.N1C=CC=CC=1.